From a dataset of Forward reaction prediction with 1.9M reactions from USPTO patents (1976-2016). Predict the product of the given reaction. Given the reactants [Br:1][C:2]1[S:6][C:5](=[N:7][C:8]2[N:13]=[C:12]([CH2:14][N:15]3[CH2:20][CH2:19][NH:18][CH2:17][CH2:16]3)[CH:11]=[CH:10][CH:9]=2)[N:4]([CH2:21][O:22][CH3:23])[CH:3]=1.C(N(CC)CC)C.[C:31](Cl)(=[O:38])[C:32]1[CH:37]=[CH:36][CH:35]=[CH:34][CH:33]=1, predict the reaction product. The product is: [Br:1][C:2]1[S:6][C:5](=[N:7][C:8]2[N:13]=[C:12]([CH2:14][N:15]3[CH2:20][CH2:19][N:18]([C:31](=[O:38])[C:32]4[CH:37]=[CH:36][CH:35]=[CH:34][CH:33]=4)[CH2:17][CH2:16]3)[CH:11]=[CH:10][CH:9]=2)[N:4]([CH2:21][O:22][CH3:23])[CH:3]=1.